Dataset: Full USPTO retrosynthesis dataset with 1.9M reactions from patents (1976-2016). Task: Predict the reactants needed to synthesize the given product. (1) Given the product [CH3:1][O:2][C:3]([C:5]1[O:6][C:7]([CH2:10][O:11][C:12]2[N:13]([C:48]3[CH:53]=[CH:52][CH:51]=[CH:50][CH:49]=3)[N:14]=[C:15]([C:17](=[O:47])[NH:18][C@H:19]([C:29]([N:31]3[CH2:32][CH2:33][N:34]([C:37]4[CH:42]=[CH:41][CH:40]=[C:39]([C:43]([F:46])([F:44])[F:45])[CH:38]=4)[CH2:35][CH2:36]3)=[O:30])[CH2:20][CH2:21][C:22]([OH:24])=[O:23])[CH:16]=2)=[CH:8][CH:9]=1)=[O:4], predict the reactants needed to synthesize it. The reactants are: [CH3:1][O:2][C:3]([C:5]1[O:6][C:7]([CH2:10][O:11][C:12]2[N:13]([C:48]3[CH:53]=[CH:52][CH:51]=[CH:50][CH:49]=3)[N:14]=[C:15]([C:17](=[O:47])[NH:18][C@H:19]([C:29]([N:31]3[CH2:36][CH2:35][N:34]([C:37]4[CH:42]=[CH:41][CH:40]=[C:39]([C:43]([F:46])([F:45])[F:44])[CH:38]=4)[CH2:33][CH2:32]3)=[O:30])[CH2:20][CH2:21][C:22]([O:24]C(C)(C)C)=[O:23])[CH:16]=2)=[CH:8][CH:9]=1)=[O:4]. (2) Given the product [CH3:17][O:13][C:12](=[O:14])[CH:11]([NH2:15])[C:10]1[CH:9]=[CH:8][C:7]([OH:16])=[CH:6][CH:5]=1, predict the reactants needed to synthesize it. The reactants are: S(Cl)(Cl)=O.[CH:5]1[C:10]([C@@H:11]([NH2:15])[C:12]([OH:14])=[O:13])=[CH:9][CH:8]=[C:7]([OH:16])[CH:6]=1.[CH3:17]O. (3) Given the product [Cl:1][C:2]1[C:7]([O:8][CH3:14])=[CH:6][CH:5]=[CH:4][C:3]=1[OH:9], predict the reactants needed to synthesize it. The reactants are: [Cl:1][C:2]1[C:7]([OH:8])=[CH:6][CH:5]=[CH:4][C:3]=1[OH:9].S(OC)(O[CH3:14])(=O)=O.Cl. (4) Given the product [Cl:1][C:2]1[CH:9]=[CH:8][C:5](/[CH:6]=[N:11]\[OH:12])=[CH:4][CH:3]=1, predict the reactants needed to synthesize it. The reactants are: [Cl:1][C:2]1[CH:9]=[CH:8][C:5]([CH:6]=O)=[CH:4][CH:3]=1.Cl.[NH2:11][OH:12].[OH-].[Na+].